Task: Predict the reactants needed to synthesize the given product.. Dataset: Full USPTO retrosynthesis dataset with 1.9M reactions from patents (1976-2016) (1) The reactants are: Br[C:2]1[N:3]=[C:4]([C:11]([C:13]2[C:18]([Cl:19])=[CH:17][CH:16]=[CH:15][C:14]=2[Cl:20])=[O:12])[N:5]2[CH:10]=[CH:9][CH:8]=[N:7][C:6]=12.[CH3:21][O:22][C:23]([C:25]1[CH:30]=[CH:29][C:28](B(O)O)=[CH:27][CH:26]=1)=[O:24].[O-]P([O-])([O-])=O.[K+].[K+].[K+]. Given the product [Cl:20][C:14]1[CH:15]=[CH:16][CH:17]=[C:18]([Cl:19])[C:13]=1[C:11]([C:4]1[N:5]2[CH:10]=[CH:9][CH:8]=[N:7][C:6]2=[C:2]([C:28]2[CH:29]=[CH:30][C:25]([C:23]([O:22][CH3:21])=[O:24])=[CH:26][CH:27]=2)[N:3]=1)=[O:12], predict the reactants needed to synthesize it. (2) Given the product [Cl:22][C:5]1[C:6]([NH:8][C:9]2[CH:14]=[CH:13][C:12]([O:15][CH3:16])=[CH:11][C:10]=2[NH:17][S:18]([CH3:21])(=[O:20])=[O:19])=[N:7][C:2]([NH:26][C:25]2[CH:27]=[C:28]([CH3:31])[CH:29]=[CH:30][C:24]=2[F:23])=[N:3][CH:4]=1, predict the reactants needed to synthesize it. The reactants are: Cl[C:2]1[N:7]=[C:6]([NH:8][C:9]2[CH:14]=[CH:13][C:12]([O:15][CH3:16])=[CH:11][C:10]=2[NH:17][S:18]([CH3:21])(=[O:20])=[O:19])[C:5]([Cl:22])=[CH:4][N:3]=1.[F:23][C:24]1[CH:30]=[CH:29][C:28]([CH3:31])=[CH:27][C:25]=1[NH2:26]. (3) Given the product [Cl:22][C:20]1[CH:19]=[CH:18][C:17]([O:23][CH2:24][CH:25]([CH3:27])[CH3:26])=[C:16]([CH2:15][N:11]2[C:12]([CH3:14])=[CH:13][C:9]([NH:5][C:6](=[O:7])[C:29]([F:34])([F:33])[F:28])=[N:10]2)[CH:21]=1, predict the reactants needed to synthesize it. The reactants are: CC([N:5]([C:9]1[CH:13]=[C:12]([CH3:14])[N:11]([CH2:15][C:16]2[CH:21]=[C:20]([Cl:22])[CH:19]=[CH:18][C:17]=2[O:23][CH2:24][CH:25]([CH3:27])[CH3:26])[N:10]=1)[C:6](=O)[O-:7])(C)C.[F:28][C:29]([F:34])([F:33])C(O)=O. (4) Given the product [Cl:16][C:17]1[CH:18]=[C:19]([C:20](=[O:21])[NH:9][CH2:8][C:7]2[CH:10]=[C:3]([Cl:2])[CH:4]=[CH:5][C:6]=2[S:11]([CH2:14][CH3:15])(=[O:13])=[O:12])[CH:23]=[C:24]([CH:42]=[CH2:43])[C:25]=1[CH2:26][N:27]1[CH2:32][CH2:31][CH2:30][C@H:29]([N:33]([CH3:41])[C:34](=[O:35])[O:36][C:37]([CH3:39])([CH3:38])[CH3:40])[CH2:28]1, predict the reactants needed to synthesize it. The reactants are: Cl.[Cl:2][C:3]1[CH:4]=[CH:5][C:6]([S:11]([CH2:14][CH3:15])(=[O:13])=[O:12])=[C:7]([CH:10]=1)[CH2:8][NH2:9].[Cl:16][C:17]1[CH:18]=[C:19]([CH:23]=[C:24]([CH:42]=[CH2:43])[C:25]=1[CH2:26][N:27]1[CH2:32][CH2:31][CH2:30][C@H:29]([N:33]([CH3:41])[C:34]([O:36][C:37]([CH3:40])([CH3:39])[CH3:38])=[O:35])[CH2:28]1)[C:20](O)=[O:21]. (5) Given the product [C:9]([C:11]1[CH:18]=[CH:17][C:14]([CH:15]2[C:34]([C:33]([O:39][CH2:40][CH2:41][C:42]#[N:43])=[O:38])=[C:35]([CH3:37])[N:27]([C:23]3[CH:24]=[CH:25][CH:26]=[C:21]([C:20]([F:19])([F:31])[F:32])[CH:22]=3)[C:28](=[S:29])[NH:30]2)=[CH:13][CH:12]=1)#[N:10], predict the reactants needed to synthesize it. The reactants are: C[Si](OP(=O)=O)(C)C.[C:9]([C:11]1[CH:18]=[CH:17][C:14]([CH:15]=O)=[CH:13][CH:12]=1)#[N:10].[F:19][C:20]([F:32])([F:31])[C:21]1[CH:22]=[C:23]([NH:27][C:28]([NH2:30])=[S:29])[CH:24]=[CH:25][CH:26]=1.[C:33]([O:39][CH2:40][CH2:41][C:42]#[N:43])(=[O:38])[CH2:34][C:35]([CH3:37])=O.